Dataset: Full USPTO retrosynthesis dataset with 1.9M reactions from patents (1976-2016). Task: Predict the reactants needed to synthesize the given product. Given the product [C:3]([C:7]1[CH:12]=[CH:11][CH:10]=[CH:9][C:8]=1[N:13]1[CH2:18][CH2:17][N:16]([C:25]([C:26]2[CH:31]=[CH:30][CH:29]=[CH:28][CH:27]=2)=[O:32])[CH2:15][CH2:14]1)([CH3:6])([CH3:4])[CH3:5], predict the reactants needed to synthesize it. The reactants are: Cl.Cl.[C:3]([C:7]1[CH:12]=[CH:11][CH:10]=[CH:9][C:8]=1[N:13]1[CH2:18][CH2:17][NH:16][CH2:15][CH2:14]1)([CH3:6])([CH3:5])[CH3:4].N1C=CC=CC=1.[C:25](Cl)(=[O:32])[C:26]1[CH:31]=[CH:30][CH:29]=[CH:28][CH:27]=1.